Predict the reactants needed to synthesize the given product. From a dataset of Full USPTO retrosynthesis dataset with 1.9M reactions from patents (1976-2016). (1) Given the product [S:30]1[C:26]2[CH:25]=[CH:24][CH:60]=[CH:59][C:27]=2[N:28]=[C:29]1[C:31]([C@@H:32]([NH:41][C:42]([C@@H:43]([NH:48][C:49]([N:51]1[CH2:56][CH2:55][O:54][CH2:53][CH2:52]1)=[O:50])[CH2:44][CH:45]([CH3:47])[CH3:46])=[O:57])[CH2:33][CH2:34][C:35]1[CH:36]=[CH:37][CH:38]=[CH:39][CH:40]=1)=[O:58], predict the reactants needed to synthesize it. The reactants are: [Li]CCCC.S1C2C=CC=CC=2N=C1.C1(NC([C:24]2[CH:60]=[CH:59][C:27]3[N:28]=[C:29]([C:31](=[O:58])[C@@H:32]([NH:41][C:42](=[O:57])[C@@H:43]([NH:48][C:49]([N:51]4[CH2:56][CH2:55][O:54][CH2:53][CH2:52]4)=[O:50])[CH2:44][CH:45]([CH3:47])[CH3:46])[CH2:33][CH2:34][C:35]4[CH:40]=[CH:39][CH:38]=[CH:37][CH:36]=4)[S:30][C:26]=3[CH:25]=2)=O)C=CC=CC=1. (2) Given the product [N:17]1[CH:18]=[CH:19][CH:20]=[CH:21][C:16]=1[NH:15][C:13]([N:7]1[C@@H:8]2[CH2:12][N:11]([CH2:10][CH2:9]2)[C:5]2[CH:4]=[CH:3][C:2]([N:26]3[CH2:27][CH2:28][CH2:29][C@H:25]3[C:24]([F:31])([F:30])[F:23])=[N:22][C:6]1=2)=[O:14], predict the reactants needed to synthesize it. The reactants are: Cl[C:2]1[CH:3]=[CH:4][C:5]2[N:11]3[CH2:12][C@H:8]([CH2:9][CH2:10]3)[N:7]([C:13]([NH:15][C:16]3[CH:21]=[CH:20][CH:19]=[CH:18][N:17]=3)=[O:14])[C:6]=2[N:22]=1.[F:23][C:24]([F:31])([F:30])[C@@H:25]1[CH2:29][CH2:28][CH2:27][NH:26]1.C1(P(C2CCCCC2)C2C=CC=CC=2C2C(C(C)C)=CC(C(C)C)=CC=2C(C)C)CCCCC1.O. (3) The reactants are: [C:1]([O:5][C:6]([N:8]1[CH2:13][CH2:12][CH:11]([CH:14]2[O:23][C:17]3=[CH:18][N:19]=[C:20](Cl)[CH:21]=[C:16]3[CH2:15]2)[CH2:10][CH2:9]1)=[O:7])([CH3:4])([CH3:3])[CH3:2].[F:24][C:25]1[CH:30]=[C:29]([CH2:31][S:32]([CH3:35])(=[O:34])=[O:33])[CH:28]=[CH:27][C:26]=1B(O)O. Given the product [C:1]([O:5][C:6]([N:8]1[CH2:13][CH2:12][CH:11]([CH:14]2[O:23][C:17]3=[CH:18][N:19]=[C:20]([C:26]4[CH:27]=[CH:28][C:29]([CH2:31][S:32]([CH3:35])(=[O:34])=[O:33])=[CH:30][C:25]=4[F:24])[CH:21]=[C:16]3[CH2:15]2)[CH2:10][CH2:9]1)=[O:7])([CH3:4])([CH3:3])[CH3:2], predict the reactants needed to synthesize it. (4) Given the product [F:18][C:19]1[C:27]([S:28]([CH3:31])(=[O:29])=[O:30])=[CH:26][CH:25]=[C:24]([F:32])[C:20]=1[C:21]([N:15]1[CH2:16][CH2:17][N:12]([C:3]2[CH:4]=[CH:5][C:6]([S:8]([CH3:11])(=[O:10])=[O:9])=[CH:7][C:2]=2[F:1])[CH2:13][CH2:14]1)=[O:22], predict the reactants needed to synthesize it. The reactants are: [F:1][C:2]1[CH:7]=[C:6]([S:8]([CH3:11])(=[O:10])=[O:9])[CH:5]=[CH:4][C:3]=1[N:12]1[CH2:17][CH2:16][NH:15][CH2:14][CH2:13]1.[F:18][C:19]1[C:27]([S:28]([CH3:31])(=[O:30])=[O:29])=[CH:26][CH:25]=[C:24]([F:32])[C:20]=1[C:21](O)=[O:22]. (5) Given the product [C:3]1([CH2:9][O:10][C:11]2[CH:20]=[CH:19][C:18]([S:21]([N:24]3[CH2:25][CH2:26][CH2:27][CH2:28][CH2:29]3)(=[O:23])=[O:22])=[CH:17][C:12]=2[C:13]([OH:15])=[O:14])[CH:8]=[CH:7][CH:6]=[CH:5][CH:4]=1, predict the reactants needed to synthesize it. The reactants are: [Li+].[OH-].[C:3]1([CH2:9][O:10][C:11]2[CH:20]=[CH:19][C:18]([S:21]([N:24]3[CH2:29][CH2:28][CH2:27][CH2:26][CH2:25]3)(=[O:23])=[O:22])=[CH:17][C:12]=2[C:13]([O:15]C)=[O:14])[CH:8]=[CH:7][CH:6]=[CH:5][CH:4]=1.Cl. (6) Given the product [Cl:1][C:2]1[C:10]2[C:5](=[CH:6][CH:7]=[C:8]([CH2:11][C:12]3[CH:17]=[C:16]([CH:15]=[CH:14][N:13]=3)[C:18]([OH:20])=[O:19])[CH:9]=2)[NH:4][CH:3]=1, predict the reactants needed to synthesize it. The reactants are: [Cl:1][C:2]1[C:10]2[C:5](=[CH:6][CH:7]=[C:8]([CH2:11][C:12]3[CH:17]=[C:16]([C:18]([O:20]C)=[O:19])[CH:15]=[CH:14][N:13]=3)[CH:9]=2)[N:4](C(OC(C)(C)C)=O)[CH:3]=1.C(O)(C(F)(F)F)=O. (7) Given the product [C:1]([O:5][C:6](=[O:24])[CH2:7][CH2:8][NH:9][C:10](=[O:23])[C:11]1[CH:16]=[CH:15][C:14]([CH:17]([N:29]2[C:25](=[O:35])[C:26]3[C:27](=[CH:31][CH:32]=[CH:33][CH:34]=3)[C:28]2=[O:30])[CH2:18][CH:19]([CH3:21])[CH3:20])=[CH:13][CH:12]=1)([CH3:4])([CH3:3])[CH3:2], predict the reactants needed to synthesize it. The reactants are: [C:1]([O:5][C:6](=[O:24])[CH2:7][CH2:8][NH:9][C:10](=[O:23])[C:11]1[CH:16]=[CH:15][C:14]([CH:17](O)[CH2:18][CH:19]([CH3:21])[CH3:20])=[CH:13][CH:12]=1)([CH3:4])([CH3:3])[CH3:2].[C:25]1(=[O:35])[NH:29][C:28](=[O:30])[C:27]2=[CH:31][CH:32]=[CH:33][CH:34]=[C:26]12.C1C=CC(P(C2C=CC=CC=2)C2C=CC=CC=2)=CC=1.N(C(OC(C)C)=O)=NC(OC(C)C)=O. (8) Given the product [C:16]([CH:11]1[C:12](=[O:14])[CH2:13][CH:8]([C:3]2[CH:4]=[CH:5][CH:6]=[CH:7][C:2]=2[F:1])[CH2:9][C:10]1=[O:15])(=[O:18])[CH3:17], predict the reactants needed to synthesize it. The reactants are: [F:1][C:2]1[CH:7]=[CH:6][CH:5]=[CH:4][C:3]=1[CH:8]1[CH2:13][C:12](=[O:14])[CH2:11][C:10](=[O:15])[CH2:9]1.[C:16]([O-])(=[O:18])[CH3:17].[Na+].C(C1C(=O)CC(C2C=CC(F)=CC=2)CC1=O)(=O)C. (9) Given the product [F:21][C:22]([F:28])([F:27])[C:23](=[O:24])[CH2:1][S:2]([C:4]1[CH:9]=[CH:8][C:7]([CH3:10])=[CH:6][CH:5]=1)=[O:3], predict the reactants needed to synthesize it. The reactants are: [CH3:1][S:2]([C:4]1[CH:9]=[CH:8][C:7]([CH3:10])=[CH:6][CH:5]=1)=[O:3].C[Si]([N-][Si](C)(C)C)(C)C.[Li+].[F:21][C:22]([F:28])([F:27])[C:23](OC)=[O:24].